This data is from Full USPTO retrosynthesis dataset with 1.9M reactions from patents (1976-2016). The task is: Predict the reactants needed to synthesize the given product. (1) Given the product [C:1]([C:3]1([NH:6][C:7]([C@@H:9]2[CH2:13][C@@H:12]([S:14][C:15]3[CH:20]=[CH:19][CH:18]=[CH:17][C:16]=3[O:21][C:22]([F:25])([F:23])[F:24])[CH2:11][NH:10]2)=[O:8])[CH2:4][CH2:5]1)#[N:2], predict the reactants needed to synthesize it. The reactants are: [C:1]([C:3]1([NH:6][C:7]([C@@H:9]2[CH2:13][C@@H:12]([S:14][C:15]3[CH:20]=[CH:19][CH:18]=[CH:17][C:16]=3[O:21][C:22]([F:25])([F:24])[F:23])[CH2:11][N:10]2C(OC(C)(C)C)=O)=[O:8])[CH2:5][CH2:4]1)#[N:2]. (2) Given the product [C:5]1([CH3:8])[CH:6]=[CH:7][C:2]([NH:1][NH2:9])=[CH:3][CH:4]=1, predict the reactants needed to synthesize it. The reactants are: [NH2:1][C:2]1[CH:7]=[CH:6][C:5]([CH3:8])=[CH:4][CH:3]=1.[N:9]([O-])=O.[Na+].O.O.[Sn](Cl)Cl. (3) Given the product [Cl:1][C:2]1[CH:14]=[C:13]([O:15][CH2:16][CH:17]=[C:18]([Cl:20])[Cl:19])[CH:12]=[C:11]([Cl:21])[C:3]=1[O:4][CH2:5][CH2:6][CH2:7][CH2:8][CH:9]=[N:23][OH:24], predict the reactants needed to synthesize it. The reactants are: [Cl:1][C:2]1[CH:14]=[C:13]([O:15][CH2:16][CH:17]=[C:18]([Cl:20])[Cl:19])[CH:12]=[C:11]([Cl:21])[C:3]=1[O:4][CH2:5][CH2:6][CH2:7][CH2:8][CH:9]=O.Cl.[NH2:23][OH:24].Cl. (4) Given the product [Br:7][C:8]1[CH:16]=[CH:15][CH:14]=[C:13]2[C:9]=1[C:10]([CH3:17])=[CH:11][NH:12]2, predict the reactants needed to synthesize it. The reactants are: [H-].[H-].[H-].[H-].[Li+].[Al+3].[Br:7][C:8]1[CH:16]=[CH:15][CH:14]=[C:13]2[C:9]=1[C:10]([CH:17]=O)=[CH:11][NH:12]2. (5) Given the product [S:29]1[C:2]2([CH2:7][CH2:6][N:5]([C:8]3[CH:13]=[CH:12][C:11]([N:14]4[CH2:18][C@H:17]([CH2:19][NH:20][C:21](=[O:23])[CH3:22])[O:16][C:15]4=[O:24])=[CH:10][C:9]=3[F:25])[CH2:4][CH2:3]2)[NH:26][CH2:27][CH2:28]1, predict the reactants needed to synthesize it. The reactants are: O=[C:2]1[CH2:7][CH2:6][N:5]([C:8]2[CH:13]=[CH:12][C:11]([N:14]3[CH2:18][C@H:17]([CH2:19][NH:20][C:21](=[O:23])[CH3:22])[O:16][C:15]3=[O:24])=[CH:10][C:9]=2[F:25])[CH2:4][CH2:3]1.[NH2:26][CH2:27][CH2:28][SH:29].B(F)(F)F. (6) Given the product [C:1]([O:5][C:6]([N:8]([CH2:21][C:22]1[N:23]=[CH:24][S:25][CH:26]=1)[C@H:9]([C:17]([OH:19])=[O:18])[CH2:10][C:11]1[CH:16]=[CH:15][CH:14]=[CH:13][CH:12]=1)=[O:7])([CH3:4])([CH3:2])[CH3:3], predict the reactants needed to synthesize it. The reactants are: [C:1]([O:5][C:6]([N:8]([CH2:21][C:22]1[N:23]=[CH:24][S:25][CH:26]=1)[C@H:9]([C:17]([O:19]C)=[O:18])[CH2:10][C:11]1[CH:16]=[CH:15][CH:14]=[CH:13][CH:12]=1)=[O:7])([CH3:4])([CH3:3])[CH3:2].O[Li].O. (7) Given the product [Cl:25][C:5]1[C:6]([CH:8]([S:17][C:18]2[CH:19]=[CH:20][C:21]([Cl:24])=[CH:22][CH:23]=2)[C:9]2[CH:14]=[C:13]([F:15])[CH:12]=[CH:11][C:10]=2[F:16])=[CH:7][C:2]([N:26]2[CH2:31][CH2:30][O:29][CH2:28][CH2:27]2)=[N:3][CH:4]=1, predict the reactants needed to synthesize it. The reactants are: Cl[C:2]1[CH:7]=[C:6]([CH:8]([S:17][C:18]2[CH:23]=[CH:22][C:21]([Cl:24])=[CH:20][CH:19]=2)[C:9]2[CH:14]=[C:13]([F:15])[CH:12]=[CH:11][C:10]=2[F:16])[C:5]([Cl:25])=[CH:4][N:3]=1.[NH:26]1[CH2:31][CH2:30][O:29][CH2:28][CH2:27]1. (8) Given the product [CH3:1][C:2]1[N:3]=[C:4]([NH:7][C:9]2[CH:14]=[C:13]([O:15][CH:16]3[CH2:21][CH2:20][CH2:19][N:18]([C:22]([O:24][C:25]([CH3:28])([CH3:27])[CH3:26])=[O:23])[CH2:17]3)[CH:12]=[CH:11][N:10]=2)[S:5][CH:6]=1, predict the reactants needed to synthesize it. The reactants are: [CH3:1][C:2]1[N:3]=[C:4]([NH2:7])[S:5][CH:6]=1.Cl[C:9]1[CH:14]=[C:13]([O:15][CH:16]2[CH2:21][CH2:20][CH2:19][N:18]([C:22]([O:24][C:25]([CH3:28])([CH3:27])[CH3:26])=[O:23])[CH2:17]2)[CH:12]=[CH:11][N:10]=1.P([O-])([O-])([O-])=O.[K+].[K+].[K+].C1(P(C2C=CC=CC=2)C2C3OC4C(=CC=CC=4P(C4C=CC=CC=4)C4C=CC=CC=4)C(C)(C)C=3C=CC=2)C=CC=CC=1.